From a dataset of Catalyst prediction with 721,799 reactions and 888 catalyst types from USPTO. Predict which catalyst facilitates the given reaction. (1) Reactant: C[O:2][C:3]([C:5]1([CH3:17])[C:14]2[C:9](=[CH:10][CH:11]=[C:12]([O:15][CH3:16])[CH:13]=2)[CH2:8][CH2:7][CH2:6]1)=[O:4].[OH-].[K+]. Product: [CH3:16][O:15][C:12]1[CH:13]=[C:14]2[C:9]([CH2:8][CH2:7][CH2:6][C:5]2([C:3]([OH:4])=[O:2])[CH3:17])=[CH:10][CH:11]=1. The catalyst class is: 88. (2) Reactant: [CH3:1][C:2]1[CH:3]=[C:4]([NH:9][C:10]2[CH:19]=[CH:18][C:17]3[C:12](=[CH:13][CH:14]=[CH:15][CH:16]=3)[CH:11]=2)[CH:5]=[C:6]([CH3:8])[CH:7]=1.Br[C:21]1[CH:26]=[CH:25][C:24]([C:27]2[CH:32]=[CH:31][C:30]([C:33]3[CH:38]=[CH:37][C:36](Br)=[CH:35][CH:34]=3)=[CH:29][CH:28]=2)=[CH:23][CH:22]=1.[C:49](P([C:49]([CH3:52])([CH3:51])[CH3:50])[C:49]([CH3:52])([CH3:51])[CH3:50])([CH3:52])([CH3:51])[CH3:50].[C:53]([O-])([CH3:56])([CH3:55])[CH3:54].[Na+]. Product: [CH3:8][C:6]1[CH:5]=[C:4]([N:9]([C:10]2[CH:19]=[CH:18][C:17]3[C:12](=[CH:13][CH:14]=[CH:15][CH:16]=3)[CH:11]=2)[C:21]2[CH:26]=[CH:25][C:24]([C:27]3[CH:32]=[CH:31][C:30]([C:33]4[CH:38]=[CH:37][C:36]([N:9]([C:10]5[CH:11]=[C:12]([CH3:13])[CH:51]=[C:49]([CH3:50])[CH:52]=5)[C:4]5[CH:3]=[CH:2][C:56]6[C:53](=[CH:55][CH:7]=[CH:6][CH:5]=6)[CH:54]=5)=[CH:35][CH:34]=4)=[CH:29][CH:28]=3)=[CH:23][CH:22]=2)[CH:3]=[C:2]([CH3:1])[CH:7]=1. The catalyst class is: 164. (3) Reactant: [OH:1][C:2]1[CH:10]=[C:9]([C:11]([F:14])([F:13])[F:12])[CH:8]=[CH:7][C:3]=1[C:4]([OH:6])=[O:5].[CH2:15](Br)[CH2:16][CH2:17][CH3:18].C([O-])([O-])=O.[K+].[K+]. Product: [CH2:15]([O:5][C:4](=[O:6])[C:3]1[CH:7]=[CH:8][C:9]([C:11]([F:12])([F:13])[F:14])=[CH:10][C:2]=1[O:1][CH2:10][CH2:2][CH2:3][CH3:4])[CH2:16][CH2:17][CH3:18]. The catalyst class is: 3. (4) Reactant: [C:1]([C:5]1[CH:12]=[CH:11][C:8]([CH2:9][NH2:10])=[CH:7][CH:6]=1)([CH3:4])([CH3:3])[CH3:2].[S:13]1[CH2:18][CH2:17][CH:16]([CH2:19][CH:20]=O)[CH2:15][CH2:14]1.[BH4-].[Na+]. Product: [C:1]([C:5]1[CH:6]=[CH:7][C:8]([CH2:9][NH:10][CH2:20][CH2:19][CH:16]2[CH2:17][CH2:18][S:13][CH2:14][CH2:15]2)=[CH:11][CH:12]=1)([CH3:4])([CH3:2])[CH3:3]. The catalyst class is: 240. (5) Reactant: [CH2:1]([N:3]1[CH2:16][CH2:15][C:6]2[NH:7][C:8]3[CH:9]=[CH:10][C:11]([CH3:14])=[CH:12][C:13]=3[C:5]=2[CH2:4]1)[CH3:2].[CH3:17][C:18]1[CH:26]=[CH:25][C:21]([CH:22]2[O:24][CH2:23]2)=[CH:20][CH:19]=1.[H-].[Na+].C(O)(C(F)(F)F)=O. Product: [CH2:1]([N:3]1[CH2:16][CH2:15][C:6]2[N:7]([CH2:23][CH:22]([C:21]3[CH:25]=[CH:26][C:18]([CH3:17])=[CH:19][CH:20]=3)[OH:24])[C:8]3[CH:9]=[CH:10][C:11]([CH3:14])=[CH:12][C:13]=3[C:5]=2[CH2:4]1)[CH3:2]. The catalyst class is: 3. (6) Reactant: [OH:1][C:2]1[C:3]([C:14]2[CH:19]=[CH:18][CH:17]=[CH:16][CH:15]=2)=[C:4]([CH2:9][C:10]([O:12][CH3:13])=[O:11])[CH:5]=[C:6]([OH:8])[CH:7]=1.[NH:20]1[CH2:25][CH2:24][O:23][CH2:22][CH2:21]1.[CH2:26]=O. Product: [OH:8][C:6]1[C:5]([CH2:26][N:20]2[CH2:25][CH2:24][O:23][CH2:22][CH2:21]2)=[C:4]([CH2:9][C:10]([O:12][CH3:13])=[O:11])[C:3]([C:14]2[CH:19]=[CH:18][CH:17]=[CH:16][CH:15]=2)=[C:2]([OH:1])[CH:7]=1. The catalyst class is: 41. (7) Reactant: N1C=CC=CC=1.[Cl:7][C:8]1[CH:14]=[C:13]([N+:15]([O-:17])=[O:16])[CH:12]=[CH:11][C:9]=1[NH2:10].[C:18]1([CH3:28])[CH:23]=[CH:22][C:21]([S:24](Cl)(=[O:26])=[O:25])=[CH:20][CH:19]=1.C(=O)(O)[O-].[Na+]. Product: [Cl:7][C:8]1[CH:14]=[C:13]([N+:15]([O-:17])=[O:16])[CH:12]=[CH:11][C:9]=1[NH:10][S:24]([C:21]1[CH:22]=[CH:23][C:18]([CH3:28])=[CH:19][CH:20]=1)(=[O:26])=[O:25]. The catalyst class is: 6. (8) Product: [F:13][C:14]1[CH:15]=[C:16]([C:40]2[CH:45]=[CH:44][CH:43]=[CH:42][C:41]=2[C:46]2[NH:3][C:4](=[O:7])[O:5][N:47]=2)[CH:17]=[CH:18][C:19]=1[CH2:20][C:21]1[C:22](=[O:39])[N:23]([CH:34]([CH3:38])[CH2:35][O:36][CH3:37])[C:24]2[N:25]([N:30]=[C:31]([CH3:33])[N:32]=2)[C:26]=1[CH2:27][CH2:28][CH3:29]. The catalyst class is: 13. Reactant: [Cl-].O[NH3+:3].[C:4](=[O:7])([O-])[OH:5].[Na+].CS(C)=O.[F:13][C:14]1[CH:15]=[C:16]([C:40]2[C:41]([C:46]#[N:47])=[CH:42][CH:43]=[CH:44][CH:45]=2)[CH:17]=[CH:18][C:19]=1[CH2:20][C:21]1[C:22](=[O:39])[N:23]([CH:34]([CH3:38])[CH2:35][O:36][CH3:37])[C:24]2[N:25]([N:30]=[C:31]([CH3:33])[N:32]=2)[C:26]=1[CH2:27][CH2:28][CH3:29]. (9) Reactant: [C:1]([O:5][C:6]([C:8]1[CH:16]=[CH:15][C:11]2[CH:12]=[N:13][S:14][C:10]=2[C:9]=1F)=[O:7])([CH3:4])([CH3:3])[CH3:2].[F:18][C:19]1[CH:24]=[C:23]([I:25])[CH:22]=[CH:21][C:20]=1[NH2:26].[Li+].C[Si]([N-][Si](C)(C)C)(C)C. Product: [C:1]([O:5][C:6]([C:8]1[CH:16]=[CH:15][C:11]2[CH:12]=[N:13][S:14][C:10]=2[C:9]=1[NH:26][C:20]1[CH:21]=[CH:22][C:23]([I:25])=[CH:24][C:19]=1[F:18])=[O:7])([CH3:4])([CH3:3])[CH3:2]. The catalyst class is: 1.